From a dataset of Full USPTO retrosynthesis dataset with 1.9M reactions from patents (1976-2016). Predict the reactants needed to synthesize the given product. (1) Given the product [Br:1][C:2]1[C:3]([F:12])=[C:4]2[C:10]([NH:11][C:13](=[O:20])[C:14]3[CH:19]=[CH:18][CH:17]=[N:16][CH:15]=3)=[CH:9][NH:8][C:5]2=[N:6][CH:7]=1, predict the reactants needed to synthesize it. The reactants are: [Br:1][C:2]1[C:3]([F:12])=[C:4]2[C:10]([NH2:11])=[CH:9][NH:8][C:5]2=[N:6][CH:7]=1.[C:13](O)(=[O:20])[C:14]1[CH:19]=[CH:18][CH:17]=[N:16][CH:15]=1.O=C1N(P(Cl)(N2CCOC2=O)=O)CCO1.C(N(CC)CC)C.[Li+].[OH-].C([O-])([O-])=O.[Na+].[Na+]. (2) Given the product [C:8]([NH:11][C:12]1[CH:13]=[C:14]([NH:18][C:19]2[CH:31]=[C:30]([CH2:32][CH2:33][C:34]3[CH:39]=[CH:38][CH:37]=[CH:36][CH:35]=3)[CH:29]=[CH:28][C:20]=2[C:21]([OH:23])=[O:22])[CH:15]=[CH:16][CH:17]=1)(=[O:10])[CH3:9], predict the reactants needed to synthesize it. The reactants are: FC(F)(F)C(O)=O.[C:8]([NH:11][C:12]1[CH:13]=[C:14]([NH:18][C:19]2[CH:31]=[C:30]([CH2:32][CH2:33][C:34]3[CH:39]=[CH:38][CH:37]=[CH:36][CH:35]=3)[CH:29]=[CH:28][C:20]=2[C:21]([O:23]C(C)(C)C)=[O:22])[CH:15]=[CH:16][CH:17]=1)(=[O:10])[CH3:9]. (3) Given the product [Br:1][C:2]1[C:10]2[C:5](=[N:6][CH:7]=[CH:8][C:9]=2[O:11][C:12]2[C:17]([F:18])=[CH:16][C:15]([NH:19][C:20](=[O:22])[CH3:21])=[CH:14][C:13]=2[F:23])[N:4]([S:35]([C:32]2[CH:33]=[CH:34][C:29]([CH3:39])=[CH:30][CH:31]=2)(=[O:37])=[O:36])[CH:3]=1, predict the reactants needed to synthesize it. The reactants are: [Br:1][C:2]1[C:10]2[C:5](=[N:6][CH:7]=[CH:8][C:9]=2[O:11][C:12]2[C:17]([F:18])=[CH:16][C:15]([NH:19][C:20](=[O:22])[CH3:21])=[CH:14][C:13]=2[F:23])[NH:4][CH:3]=1.C([Li])CCC.[C:29]1([CH3:39])[CH:34]=[CH:33][C:32]([S:35](Cl)(=[O:37])=[O:36])=[CH:31][CH:30]=1. (4) Given the product [CH3:1][O:2][C:3]1[CH:27]=[C:26]([O:28][CH3:29])[CH:25]=[CH:24][C:4]=1[CH2:5][N:6]1[C:11]([CH3:12])=[CH:10][C:9]([O:13][CH2:14][C:15]2[CH:22]=[CH:21][CH:20]=[CH:19][C:16]=2[C:17]#[N:18])=[C:8]([I:30])[C:7]1=[O:23], predict the reactants needed to synthesize it. The reactants are: [CH3:1][O:2][C:3]1[CH:27]=[C:26]([O:28][CH3:29])[CH:25]=[CH:24][C:4]=1[CH2:5][N:6]1[C:11]([CH3:12])=[CH:10][C:9]([O:13][CH2:14][C:15]2[CH:22]=[CH:21][CH:20]=[CH:19][C:16]=2[C:17]#[N:18])=[CH:8][C:7]1=[O:23].[I:30]N1C(=O)CCC1=O.ClC(Cl)C(O)=O. (5) Given the product [OH:36][CH2:35][CH2:34][N:8]1[CH2:9][C:5]2[C:4]([O:10][C:11]3[CH:12]=[C:13]4[C:17](=[CH:18][CH:19]=3)[N:16]([C:20]([NH:22][C:23]3[CH:28]=[CH:27][CH:26]=[C:25]([C:29]([F:31])([F:30])[F:32])[CH:24]=3)=[O:21])[CH:15]=[CH:14]4)=[N:3][CH:2]=[N:1][C:6]=2[CH2:7]1, predict the reactants needed to synthesize it. The reactants are: [N:1]1[C:6]2[CH2:7][NH:8][CH2:9][C:5]=2[C:4]([O:10][C:11]2[CH:12]=[C:13]3[C:17](=[CH:18][CH:19]=2)[N:16]([C:20]([NH:22][C:23]2[CH:28]=[CH:27][CH:26]=[C:25]([C:29]([F:32])([F:31])[F:30])[CH:24]=2)=[O:21])[CH:15]=[CH:14]3)=[N:3][CH:2]=1.Br[CH2:34][CH2:35][OH:36]. (6) Given the product [CH:1]([C:4]1[CH:5]=[CH:6][C:7]([CH2:8][NH:9][C:12]([NH:25][C:26]2[CH:35]=[CH:34][CH:33]=[C:32]3[C:27]=2[CH:28]=[C:29]([CH3:36])[N:30]=[CH:31]3)=[O:13])=[CH:10][CH:11]=1)([CH3:3])[CH3:2], predict the reactants needed to synthesize it. The reactants are: [CH:1]([C:4]1[CH:11]=[CH:10][C:7]([CH2:8][NH2:9])=[CH:6][CH:5]=1)([CH3:3])[CH3:2].[C:12](Cl)(Cl)=[O:13].CCN(C(C)C)C(C)C.[NH2:25][C:26]1[CH:35]=[CH:34][CH:33]=[C:32]2[C:27]=1[CH:28]=[C:29]([CH3:36])[N:30]=[CH:31]2. (7) Given the product [C:9]([C:3]1[CH:4]=[C:5]([Cl:8])[CH:6]=[CH:7][C:2]=1[NH:1][S:26]([C:23]1[CH:24]=[CH:25][C:20]2[CH2:19][CH2:18][O:17][C:21]=2[CH:22]=1)(=[O:27])=[O:28])(=[O:10])[C:11]1[CH:12]=[CH:13][CH:14]=[CH:15][CH:16]=1, predict the reactants needed to synthesize it. The reactants are: [NH2:1][C:2]1[CH:7]=[CH:6][C:5]([Cl:8])=[CH:4][C:3]=1[C:9]([C:11]1[CH:16]=[CH:15][CH:14]=[CH:13][CH:12]=1)=[O:10].[O:17]1[C:21]2[CH:22]=[C:23]([S:26](Cl)(=[O:28])=[O:27])[CH:24]=[CH:25][C:20]=2[CH2:19][CH2:18]1. (8) Given the product [CH:24]1([CH2:29][C:30]([NH:1][C:2]2[C:3]([C:7]3[NH:23][C:10]4=[CH:11][C:12]5[C:13]([CH3:22])([CH3:21])[C:14](=[O:20])[N:15]([CH2:18][CH3:19])[C:16]=5[CH:17]=[C:9]4[N:8]=3)=[N:4][NH:5][CH:6]=2)=[O:31])[CH2:28][CH2:27][CH2:26][CH2:25]1, predict the reactants needed to synthesize it. The reactants are: [NH2:1][C:2]1[C:3]([C:7]2[NH:23][C:10]3=[CH:11][C:12]4[C:13]([CH3:22])([CH3:21])[C:14](=[O:20])[N:15]([CH2:18][CH3:19])[C:16]=4[CH:17]=[C:9]3[N:8]=2)=[N:4][NH:5][CH:6]=1.[CH:24]1([CH2:29][C:30](O)=[O:31])[CH2:28][CH2:27][CH2:26][CH2:25]1. (9) The reactants are: C([O:8][C:9](=[O:28])[CH2:10][CH2:11][C:12]1[CH:17]=[CH:16][C:15]([O:18][CH2:19][C:20]2[CH:25]=[CH:24][CH:23]=[CH:22][CH:21]=2)=[C:14]([O:26][CH3:27])[CH:13]=1)C1C=CC=CC=1.[OH-].[Na+]. Given the product [CH2:19]([O:18][C:15]1[CH:16]=[CH:17][C:12]([CH2:11][CH2:10][C:9]([OH:28])=[O:8])=[CH:13][C:14]=1[O:26][CH3:27])[C:20]1[CH:21]=[CH:22][CH:23]=[CH:24][CH:25]=1, predict the reactants needed to synthesize it. (10) The reactants are: C(OC([N:8]1[CH2:13][CH2:12][CH:11]([N:14]([C:18]([C:20]2[CH:24]=[C:23]([C:25]3[CH:30]=[CH:29][C:28]([C:31]#[N:32])=[CH:27][CH:26]=3)[O:22][N:21]=2)=[O:19])[CH:15]2[CH2:17][CH2:16]2)[CH2:10][CH2:9]1)=O)(C)(C)C.FC(F)(F)C(O)=O.[OH-].[Na+].C([O-])([O-])=O.[Na+].[Na+]. Given the product [CH:15]1([N:14]([CH:11]2[CH2:12][CH2:13][NH:8][CH2:9][CH2:10]2)[C:18]([C:20]2[CH:24]=[C:23]([C:25]3[CH:26]=[CH:27][C:28]([C:31]#[N:32])=[CH:29][CH:30]=3)[O:22][N:21]=2)=[O:19])[CH2:17][CH2:16]1, predict the reactants needed to synthesize it.